Dataset: Full USPTO retrosynthesis dataset with 1.9M reactions from patents (1976-2016). Task: Predict the reactants needed to synthesize the given product. (1) Given the product [Br:16][C:17]1[CH:22]=[CH:21][CH:20]=[CH:19][C:18]=1[CH2:23][CH2:24][CH:25]([C:5]1[CH:10]=[CH:9][CH:8]=[C:7]([CH:11]2[O:15][CH2:14][CH2:13][O:12]2)[CH:6]=1)[OH:26], predict the reactants needed to synthesize it. The reactants are: [Mg].II.Br[C:5]1[CH:6]=[C:7]([CH:11]2[O:15][CH2:14][CH2:13][O:12]2)[CH:8]=[CH:9][CH:10]=1.[Br:16][C:17]1[CH:22]=[CH:21][CH:20]=[CH:19][C:18]=1[CH2:23][CH2:24][CH:25]=[O:26]. (2) Given the product [C:64]([NH:63][C:58]1[CH:59]=[CH:60][CH:61]=[CH:62][C:57]=1[C:53]1[CH:54]=[CH:55][CH:56]=[C:51]([NH:50][C:23]([C:18]2[C:19](=[O:22])[O:20][C:21]3[C:16]([CH:17]=2)=[CH:15][CH:14]=[CH:13][C:12]=3[O:11][CH3:10])=[O:25])[CH:52]=1)(=[O:66])[CH3:65], predict the reactants needed to synthesize it. The reactants are: CCN(C(C)C)C(C)C.[CH3:10][O:11][C:12]1[CH:13]=[CH:14][CH:15]=[C:16]2[C:21]=1[O:20][C:19](=[O:22])[C:18]([C:23]([OH:25])=O)=[CH:17]2.CN(C(ON1N=NC2C=CC=NC1=2)=[N+](C)C)C.F[P-](F)(F)(F)(F)F.[NH2:50][C:51]1[CH:52]=[C:53]([C:57]2[CH:62]=[CH:61][CH:60]=[CH:59][C:58]=2[NH:63][C:64](=[O:66])[CH3:65])[CH:54]=[CH:55][CH:56]=1. (3) Given the product [N:30]1[CH:35]=[CH:34][N:33]=[CH:32][C:31]=1[C:2]1[N:7]=[CH:6][C:5]2[CH:8]=[N:9][N:10]([C:11]3[N:16]=[C:15]([N:17]4[CH2:22][CH2:21][N:20]([C:23]([O:25][C:26]([CH3:28])([CH3:29])[CH3:27])=[O:24])[CH2:19][CH2:18]4)[CH:14]=[CH:13][CH:12]=3)[C:4]=2[CH:3]=1, predict the reactants needed to synthesize it. The reactants are: Cl[C:2]1[N:7]=[CH:6][C:5]2[CH:8]=[N:9][N:10]([C:11]3[N:16]=[C:15]([N:17]4[CH2:22][CH2:21][N:20]([C:23]([O:25][C:26]([CH3:29])([CH3:28])[CH3:27])=[O:24])[CH2:19][CH2:18]4)[CH:14]=[CH:13][CH:12]=3)[C:4]=2[CH:3]=1.[N:30]1[CH:35]=[CH:34][N:33]=[CH:32][C:31]=1[Sn](CCCC)(CCCC)CCCC. (4) Given the product [NH2:1][C:2]1[C:3]([Br:10])=[CH:4][C:5]([CH:8]=[O:9])=[CH:6][N:7]=1, predict the reactants needed to synthesize it. The reactants are: [NH2:1][C:2]1[N:7]=[CH:6][C:5]([CH2:8][OH:9])=[CH:4][C:3]=1[Br:10]. (5) The reactants are: Cl[C:2]1[N:7]=[C:6]2[N:8]([CH2:21]C3CC3)[C:9](=[O:20])[N:10]([C:12]3[CH:17]=[CH:16][C:15]([O:18][CH3:19])=[CH:14][CH:13]=3)[CH2:11][C:5]2=[CH:4][N:3]=1. Given the product [CH3:19][O:18][C:15]1[CH:16]=[CH:17][C:12]([N:10]2[CH2:11][C:5]3[C:6](=[N:7][C:2]([NH:10][C:12]4[CH:17]=[CH:16][CH:15]=[CH:14][CH:13]=4)=[N:3][CH:4]=3)[N:8]([CH2:21][CH2:5][C:4]#[N:3])[C:9]2=[O:20])=[CH:13][CH:14]=1, predict the reactants needed to synthesize it.